From a dataset of Forward reaction prediction with 1.9M reactions from USPTO patents (1976-2016). Predict the product of the given reaction. (1) Given the reactants [OH:1][NH:2][C:3](=[NH:13])[C:4]1[CH:9]=[CH:8][C:7]([CH2:10][CH2:11][OH:12])=[CH:6][CH:5]=1.[CH2:14]([N:16]([CH2:27][CH3:28])[C:17]1[CH:18]=[C:19]([CH:23]=[C:24]([CH3:26])[N:25]=1)[C:20](O)=O)[CH3:15], predict the reaction product. The product is: [CH2:27]([N:16]([CH2:14][CH3:15])[C:17]1[CH:18]=[C:19]([C:20]2[O:1][N:2]=[C:3]([C:4]3[CH:5]=[CH:6][C:7]([CH2:10][CH2:11][OH:12])=[CH:8][CH:9]=3)[N:13]=2)[CH:23]=[C:24]([CH3:26])[N:25]=1)[CH3:28]. (2) The product is: [CH:1]1([NH:4][C:5]2[N:10]3[N:11]=[CH:12][C:13](/[CH:14]=[C:15]4/[C:16](=[O:21])[NH:17][C:18](=[O:20])[NH:19]/4)=[C:9]3[N:8]=[C:7]([NH:42][CH:41]([C:40]3[CH:39]=[CH:38][CH:37]=[CH:43][N:44]=3)[CH3:50])[N:6]=2)[CH2:3][CH2:2]1. Given the reactants [CH:1]1([NH:4][C:5]2[N:10]3[N:11]=[CH:12][C:13](/[CH:14]=[C:15]4/[C:16](=[O:21])[NH:17][C:18](=[O:20])[NH:19]/4)=[C:9]3[N:8]=[C:7](S(C)(=O)=O)[N:6]=2)[CH2:3][CH2:2]1.C1(NC2N3N=[CH:37][C:38](/[CH:39]=[C:40]4/[C:41](=O)[NH:42][C:43](=O)[NH:44]/4)=C3N=C(S(C)=O)N=2)CC1.[CH3:50]C(O)C, predict the reaction product.